This data is from Forward reaction prediction with 1.9M reactions from USPTO patents (1976-2016). The task is: Predict the product of the given reaction. Given the reactants [Br:1][C:2]1[CH:3]=[N:4][C:5](F)=[C:6]([CH:19]=1)[C:7]([C:9](=[CH:15][N:16]([CH3:18])C)[C:10]([O:12][CH2:13][CH3:14])=[O:11])=[O:8].[CH3:21][N:22]1[CH2:27][CH2:26][CH:25](CN)[CH2:24][CH2:23]1, predict the reaction product. The product is: [Br:1][C:2]1[CH:19]=[C:6]2[C:5](=[N:4][CH:3]=1)[N:16]([CH2:18][CH:25]1[CH2:26][CH2:27][N:22]([CH3:21])[CH2:23][CH2:24]1)[CH:15]=[C:9]([C:10]([O:12][CH2:13][CH3:14])=[O:11])[C:7]2=[O:8].